This data is from Catalyst prediction with 721,799 reactions and 888 catalyst types from USPTO. The task is: Predict which catalyst facilitates the given reaction. (1) Reactant: Cl[C:2]1[CH:7]=[C:6]([F:8])[C:5]([F:9])=[C:4]([N+:10]([O-])=O)[C:3]=1Cl.C(N(CC)CC)C.[H][H]. Product: [F:9][C:5]1[C:6]([F:8])=[CH:7][CH:2]=[CH:3][C:4]=1[NH2:10]. The catalyst class is: 19. (2) Reactant: [C:1]1([CH2:7][S:8](Cl)(=[O:10])=[O:9])[CH:6]=[CH:5][CH:4]=[CH:3][CH:2]=1.Cl.[NH2:13][CH2:14][CH2:15][C:16]1[CH:33]=[CH:32][C:19]([O:20][CH2:21][C:22]2[CH:31]=[CH:30][CH:29]=[CH:28][C:23]=2[C:24]([O:26][CH3:27])=[O:25])=[CH:18][CH:17]=1.CCN(C(C)C)C(C)C. Product: [CH2:7]([S:8]([NH:13][CH2:14][CH2:15][C:16]1[CH:17]=[CH:18][C:19]([O:20][CH2:21][C:22]2[CH:31]=[CH:30][CH:29]=[CH:28][C:23]=2[C:24]([O:26][CH3:27])=[O:25])=[CH:32][CH:33]=1)(=[O:10])=[O:9])[C:1]1[CH:6]=[CH:5][CH:4]=[CH:3][CH:2]=1. The catalyst class is: 2. (3) The catalyst class is: 5. Product: [P:40]([OH:7])([OH:43])([OH:42])=[O:41].[CH3:1][C:2]1[CH:26]=[CH:25][C:5]([C:6]([NH:8][C:9]2[CH:14]=[C:13]([C:15]([F:16])([F:17])[F:18])[CH:12]=[C:11]([N:19]3[CH:23]=[C:22]([CH3:24])[N:21]=[CH:20]3)[CH:10]=2)=[O:7])=[CH:4][C:3]=1[NH:27][C:28]1[N:33]=[C:32]([C:34]2[CH:35]=[N:36][CH:37]=[CH:38][CH:39]=2)[CH:31]=[CH:30][N:29]=1. Reactant: [CH3:1][C:2]1[CH:26]=[CH:25][C:5]([C:6]([NH:8][C:9]2[CH:14]=[C:13]([C:15]([F:18])([F:17])[F:16])[CH:12]=[C:11]([N:19]3[CH:23]=[C:22]([CH3:24])[N:21]=[CH:20]3)[CH:10]=2)=[O:7])=[CH:4][C:3]=1[NH:27][C:28]1[N:33]=[C:32]([C:34]2[CH:35]=[N:36][CH:37]=[CH:38][CH:39]=2)[CH:31]=[CH:30][N:29]=1.[P:40]([OH:43])([OH:42])[OH:41]. (4) Reactant: [CH2:1]([C@H:8]1[N:13]([C:14](=[O:32])[CH2:15][CH2:16][C:17]2[CH:22]=[CH:21][CH:20]=[CH:19][C:18]=2[O:23][C:24]2[CH:29]=[CH:28][CH:27]=[CH:26][C:25]=2[C:30]#[N:31])[CH2:12][CH2:11][N:10]([C:33]([O:35][C:36]([CH3:39])([CH3:38])[CH3:37])=[O:34])[CH2:9]1)[C:2]1[CH:7]=[CH:6][CH:5]=[CH:4][CH:3]=1.[C:40](OC(=O)C)(=[O:42])[CH3:41]. Product: [C:40]([NH:31][CH2:30][C:25]1[CH:26]=[CH:27][CH:28]=[CH:29][C:24]=1[O:23][C:18]1[CH:19]=[CH:20][CH:21]=[CH:22][C:17]=1[CH2:16][CH2:15][C:14]([N:13]1[CH2:12][CH2:11][N:10]([C:33]([O:35][C:36]([CH3:39])([CH3:38])[CH3:37])=[O:34])[CH2:9][C@H:8]1[CH2:1][C:2]1[CH:7]=[CH:6][CH:5]=[CH:4][CH:3]=1)=[O:32])(=[O:42])[CH3:41]. The catalyst class is: 181. (5) Reactant: [Br:1][C:2]1[CH:7]=[CH:6][C:5]([C:8]2[N:9]=[C:10]([O:17][C:18]3[CH:23]=[CH:22][C:21]([CH2:24][C:25]([O:27]C)=[O:26])=[CH:20][CH:19]=3)[C:11]3[CH2:16][CH2:15][CH2:14][C:12]=3[N:13]=2)=[CH:4][CH:3]=1.[OH-].[Li+].C1COCC1.O.Cl. Product: [Br:1][C:2]1[CH:7]=[CH:6][C:5]([C:8]2[N:9]=[C:10]([O:17][C:18]3[CH:19]=[CH:20][C:21]([CH2:24][C:25]([OH:27])=[O:26])=[CH:22][CH:23]=3)[C:11]3[CH2:16][CH2:15][CH2:14][C:12]=3[N:13]=2)=[CH:4][CH:3]=1. The catalyst class is: 6. (6) Reactant: [CH:1]1([O:6][C:7](=[O:26])[CH2:8][NH:9][CH2:10][C:11]2[CH:16]=[CH:15][C:14]([CH2:17][NH:18][C:19]([O:21][C:22]([CH3:25])([CH3:24])[CH3:23])=[O:20])=[CH:13][CH:12]=2)[CH2:5][CH2:4][CH2:3][CH2:2]1.C([O-])([O-])=O.[Na+].[Na+].Cl[C:34]([O:36][CH2:37][CH:38]1[C:50]2[CH:49]=[CH:48][CH:47]=[CH:46][C:45]=2[C:44]2[C:39]1=[CH:40][CH:41]=[CH:42][CH:43]=2)=[O:35].O. Product: [CH:1]1([O:6][C:7](=[O:26])[CH2:8][N:9]([CH2:10][C:11]2[CH:12]=[CH:13][C:14]([CH2:17][NH:18][C:19]([O:21][C:22]([CH3:23])([CH3:25])[CH3:24])=[O:20])=[CH:15][CH:16]=2)[C:34]([O:36][CH2:37][CH:38]2[C:39]3[CH:40]=[CH:41][CH:42]=[CH:43][C:44]=3[C:45]3[C:50]2=[CH:49][CH:48]=[CH:47][CH:46]=3)=[O:35])[CH2:5][CH2:4][CH2:3][CH2:2]1. The catalyst class is: 135. (7) Reactant: [CH3:1][N:2]([CH3:16])[C:3]([C:5]1[C:14]2[C:9](=[CH:10][CH:11]=[CH:12][CH:13]=2)[N:8]=[C:7](Cl)[CH:6]=1)=[O:4].Cl.[NH2:18][C@H:19]1[CH2:23][CH2:22][N:21]([C:24](=[O:37])[CH2:25][C:26]2[CH:31]=[CH:30][C:29]([O:32][C:33]([F:36])([F:35])[F:34])=[CH:28][CH:27]=2)[CH2:20]1.C(N(CC)CC)C.C(O)(C)C. Product: [CH3:1][N:2]([CH3:16])[C:3]([C:5]1[C:14]2[C:9](=[CH:10][CH:11]=[CH:12][CH:13]=2)[N:8]=[C:7]([NH:18][C@H:19]2[CH2:23][CH2:22][N:21]([C:24](=[O:37])[CH2:25][C:26]3[CH:27]=[CH:28][C:29]([O:32][C:33]([F:34])([F:35])[F:36])=[CH:30][CH:31]=3)[CH2:20]2)[CH:6]=1)=[O:4]. The catalyst class is: 22.